This data is from Forward reaction prediction with 1.9M reactions from USPTO patents (1976-2016). The task is: Predict the product of the given reaction. (1) Given the reactants [F:1][C:2]1[N:7]=[C:6]([CH2:8][N:9]2[CH2:14][CH2:13]C[CH2:11][CH2:10]2)[N:5]=[C:4]([NH2:15])[CH:3]=1.[NH:16]1CCCC[CH2:17]1, predict the reaction product. The product is: [F:1][C:2]1[N:7]=[C:6]([CH2:8][N:9]2[CH2:14][CH2:13][N:16]([CH3:17])[CH2:11][CH2:10]2)[N:5]=[C:4]([NH2:15])[CH:3]=1. (2) The product is: [CH3:1][O:2][C:3]1[CH:4]=[C:5]2[C:10](=[CH:11][C:12]=1[O:13][CH3:14])[N:9]=[CH:8][N:7]=[C:6]2[O:15][C:16]1[CH:22]=[CH:21][C:19]([NH:20][C:27](=[O:33])[O:26][CH2:24][CH:35]2[CH2:39][CH2:38][CH2:37][CH2:36]2)=[CH:18][CH:17]=1. Given the reactants [CH3:1][O:2][C:3]1[CH:4]=[C:5]2[C:10](=[CH:11][C:12]=1[O:13][CH3:14])[N:9]=[CH:8][N:7]=[C:6]2[O:15][C:16]1[CH:22]=[CH:21][C:19]([NH2:20])=[CH:18][CH:17]=1.Cl[C:24](Cl)([O:26][C:27](=[O:33])OC(Cl)(Cl)Cl)Cl.[CH:35]1(CO)[CH2:39][CH2:38][CH2:37][CH2:36]1.C(=O)(O)[O-].[Na+], predict the reaction product. (3) Given the reactants [CH3:1][O:2][CH2:3][CH2:4][CH2:5][N:6]1[CH:10]=[C:9]([OH:11])[CH:8]=[N:7]1.Cl[C:13]1[N:14]=[C:15]([OH:23])[C:16]2[CH:22]=[CH:21][N:20]=[CH:19][C:17]=2[N:18]=1, predict the reaction product. The product is: [CH3:1][O:2][CH2:3][CH2:4][CH2:5][N:6]1[CH:10]=[C:9]([O:11][C:13]2[N:14]=[C:15]([OH:23])[C:16]3[CH:22]=[CH:21][N:20]=[CH:19][C:17]=3[N:18]=2)[CH:8]=[N:7]1. (4) The product is: [OH:8][C:9]1[C:14](=[O:15])[N:13]2[C:16]3([CH2:24][CH2:23][CH2:22][CH2:21][CH2:20]3)[NH:17][C:18](=[O:19])[C:12]2=[C:11]([CH3:25])[CH:10]=1. Given the reactants COC1C=CC(C[O:8][C:9]2[C:14](=[O:15])[N:13]3[C:16]4([CH2:24][CH2:23][CH2:22][CH2:21][CH2:20]4)[NH:17][C:18](=[O:19])[C:12]3=[C:11]([CH3:25])[CH:10]=2)=CC=1.ClC1C(=O)C(C#N)=C(C#N)C(=O)C=1Cl, predict the reaction product.